Dataset: Forward reaction prediction with 1.9M reactions from USPTO patents (1976-2016). Task: Predict the product of the given reaction. Given the reactants C(OC([N:8]1[CH2:13][CH2:12][CH:11]([N:14]2[CH:18]=[N:17][C:16]([CH2:19][O:20][C:21]3[CH:26]=[CH:25][C:24]([S:27]([CH3:30])(=[O:29])=[O:28])=[CH:23][C:22]=3[F:31])=[N:15]2)[CH2:10][CH2:9]1)=O)(C)(C)C.[ClH:32], predict the reaction product. The product is: [ClH:32].[F:31][C:22]1[CH:23]=[C:24]([S:27]([CH3:30])(=[O:29])=[O:28])[CH:25]=[CH:26][C:21]=1[O:20][CH2:19][C:16]1[N:17]=[CH:18][N:14]([CH:11]2[CH2:12][CH2:13][NH:8][CH2:9][CH2:10]2)[N:15]=1.[ClH:32].